Task: Binary Classification. Given a T-cell receptor sequence (or CDR3 region) and an epitope sequence, predict whether binding occurs between them.. Dataset: TCR-epitope binding with 47,182 pairs between 192 epitopes and 23,139 TCRs The epitope is IQYIDIGNY. The TCR CDR3 sequence is CASSPGHLNYGYTF. Result: 1 (the TCR binds to the epitope).